Task: Predict the product of the given reaction.. Dataset: Forward reaction prediction with 1.9M reactions from USPTO patents (1976-2016) (1) Given the reactants [CH:1]1([N:4]2[C:13]3[C:8](=[N:9][CH:10]=[C:11]([CH2:14][C:15]4[CH:20]=[CH:19][C:18]([F:21])=[CH:17][CH:16]=4)[CH:12]=3)[C:7]([OH:22])=[C:6]([C:23](OCC)=[O:24])[C:5]2=[O:28])[CH2:3][CH2:2]1.[NH2:29][CH2:30][CH2:31][OH:32], predict the reaction product. The product is: [CH:1]1([N:4]2[C:13]3[C:8](=[N:9][CH:10]=[C:11]([CH2:14][C:15]4[CH:20]=[CH:19][C:18]([F:21])=[CH:17][CH:16]=4)[CH:12]=3)[C:7]([OH:22])=[C:6]([C:23]([NH:29][CH2:30][CH2:31][OH:32])=[O:24])[C:5]2=[O:28])[CH2:3][CH2:2]1. (2) Given the reactants N1C(CN(C)[C@@H]2C3N=CC=CC=3CCC2)=CN2C=CC=CC=12.CNCCOC.[CH3:29][N:30]([CH2:41][C:42]1[N:43]=[C:44]2[CH:49]=[CH:48][CH:47]=[CH:46][N:45]2[C:50]=1[CH2:51][N:52]1[CH2:57][CH2:56][O:55][CH2:54][CH2:53]1)[C@@H:31]1[C:40]2[N:39]=[CH:38][CH:37]=[CH:36][C:35]=2[CH2:34][CH2:33][CH2:32]1, predict the reaction product. The product is: [CH3:29][N:30]([CH2:41][C:42]1[N:43]=[C:44]2[CH:49]=[CH:48][CH:47]=[CH:46][N:45]2[C:50]=1[CH2:51][N:52]([CH3:57])[CH2:53][CH2:54][O:55][CH3:56])[C@@H:31]1[C:40]2[N:39]=[CH:38][CH:37]=[CH:36][C:35]=2[CH2:34][CH2:33][CH2:32]1. (3) Given the reactants NO.Cl.[Cl:4][C:5]1[CH:10]=[CH:9][C:8]([C:11]2[NH:12][C:13]3[N:14]([N:18]=[CH:19][C:20]=3[C:21](/[N:23]=[C:24](/[N:26](C)C)\[CH3:25])=[O:22])[C:15](=[O:17])[CH:16]=2)=[CH:7][C:6]=1[O:29][CH:30]([CH3:32])[CH3:31].[OH-].[Na+], predict the reaction product. The product is: [Cl:4][C:5]1[CH:10]=[CH:9][C:8]([C:11]2[NH:12][C:13]3[N:14]([N:18]=[CH:19][C:20]=3[C:21]3[O:22][N:26]=[C:24]([CH3:25])[N:23]=3)[C:15](=[O:17])[CH:16]=2)=[CH:7][C:6]=1[O:29][CH:30]([CH3:32])[CH3:31]. (4) Given the reactants [Br:1][C:2]1[CH:3]=[C:4]([CH:8](O)[CH3:9])[CH:5]=[N:6][CH:7]=1.P(Br)(Br)[Br:12].C([O-])(O)=O.[Na+], predict the reaction product. The product is: [Br:1][C:2]1[CH:7]=[N:6][CH:5]=[C:4]([CH:8]([Br:12])[CH3:9])[CH:3]=1. (5) Given the reactants [CH3:1][C:2]1([CH3:20])[O:19][CH:5]2[CH2:6][N:7](C(OCC3C=CC=CC=3)=O)[CH2:8][CH:4]2[O:3]1.C([O-])([O-])=O.[K+].[K+], predict the reaction product. The product is: [CH3:1][C:2]1([CH3:20])[O:19][CH:5]2[CH2:6][NH:7][CH2:8][CH:4]2[O:3]1. (6) Given the reactants [Cl:1][C:2]1[C:7]([N+:8]([O-])=O)=[CH:6][CH:5]=[C:4]([Cl:11])[C:3]=1[C:12]1[C:13](=[O:23])[N:14]([CH3:22])[C:15]2[C:20]([CH:21]=1)=[CH:19][CH:18]=[CH:17][CH:16]=2, predict the reaction product. The product is: [NH2:8][C:7]1[C:2]([Cl:1])=[C:3]([C:12]2[C:13](=[O:23])[N:14]([CH3:22])[C:15]3[C:20]([CH:21]=2)=[CH:19][CH:18]=[CH:17][CH:16]=3)[C:4]([Cl:11])=[CH:5][CH:6]=1. (7) Given the reactants [Br:1][C:2]1[CH:10]=[C:9]([F:11])[CH:8]=[CH:7][C:3]=1[C:4]([OH:6])=[O:5].S(=O)(=O)(O)O.[CH3:17]O, predict the reaction product. The product is: [Br:1][C:2]1[CH:10]=[C:9]([F:11])[CH:8]=[CH:7][C:3]=1[C:4]([O:6][CH3:17])=[O:5]. (8) Given the reactants [ClH:1].[NH2:2][C:3]1[NH:7][N:6]=[CH:5][C:4]=1[C:8]#[N:9].[CH2:10]([OH:13])[C:11]#[CH:12], predict the reaction product. The product is: [ClH:1].[NH2:2][C:3]1[NH:7][N:6]=[CH:5][C:4]=1[C:8](=[NH:9])[O:13][CH2:10][C:11]#[CH:12].